From a dataset of NCI-60 drug combinations with 297,098 pairs across 59 cell lines. Regression. Given two drug SMILES strings and cell line genomic features, predict the synergy score measuring deviation from expected non-interaction effect. (1) Drug 1: C1C(C(OC1N2C=C(C(=O)NC2=O)F)CO)O. Drug 2: CS(=O)(=O)OCCCCOS(=O)(=O)C. Cell line: HS 578T. Synergy scores: CSS=17.6, Synergy_ZIP=4.11, Synergy_Bliss=9.92, Synergy_Loewe=-22.4, Synergy_HSA=2.96. (2) Drug 1: CC1C(C(CC(O1)OC2CC(OC(C2O)C)OC3=CC4=CC5=C(C(=O)C(C(C5)C(C(=O)C(C(C)O)O)OC)OC6CC(C(C(O6)C)O)OC7CC(C(C(O7)C)O)OC8CC(C(C(O8)C)O)(C)O)C(=C4C(=C3C)O)O)O)O. Drug 2: CC(C)NC(=O)C1=CC=C(C=C1)CNNC.Cl. Cell line: BT-549. Synergy scores: CSS=6.99, Synergy_ZIP=-0.428, Synergy_Bliss=-3.27, Synergy_Loewe=-44.3, Synergy_HSA=-3.07. (3) Drug 1: C1=NC2=C(N1)C(=S)N=C(N2)N. Drug 2: CC1=C(C=C(C=C1)C(=O)NC2=CC(=CC(=C2)C(F)(F)F)N3C=C(N=C3)C)NC4=NC=CC(=N4)C5=CN=CC=C5. Cell line: COLO 205. Synergy scores: CSS=16.8, Synergy_ZIP=-7.15, Synergy_Bliss=-3.26, Synergy_Loewe=-14.4, Synergy_HSA=-7.37. (4) Drug 1: C1=CC(=CC=C1CCCC(=O)O)N(CCCl)CCCl. Drug 2: CC1=C2C(C(=O)C3(C(CC4C(C3C(C(C2(C)C)(CC1OC(=O)C(C(C5=CC=CC=C5)NC(=O)OC(C)(C)C)O)O)OC(=O)C6=CC=CC=C6)(CO4)OC(=O)C)O)C)O. Cell line: CAKI-1. Synergy scores: CSS=55.9, Synergy_ZIP=-7.54, Synergy_Bliss=-5.52, Synergy_Loewe=-39.0, Synergy_HSA=-1.10.